From a dataset of Catalyst prediction with 721,799 reactions and 888 catalyst types from USPTO. Predict which catalyst facilitates the given reaction. (1) Reactant: [Cl:1][C:2]1[CH:22]=[CH:21][C:5]([O:6][C:7]2[CH:12]=[CH:11][CH:10]=[CH:9][C:8]=2[CH:13]2[C:17](=[O:18])[CH2:16][N:15]([CH3:19])[C:14]2=[O:20])=[CH:4][CH:3]=1.[BH4-].[K+].[Cl-].[NH4+].Cl. Product: [Cl:1][C:2]1[CH:22]=[CH:21][C:5]([O:6][C:7]2[CH:12]=[CH:11][CH:10]=[CH:9][C:8]=2[CH:13]2[CH:17]([OH:18])[CH2:16][N:15]([CH3:19])[C:14]2=[O:20])=[CH:4][CH:3]=1. The catalyst class is: 253. (2) Reactant: C([Li])CCC.C(NC(C)C)(C)C.[Br:13][C:14]1[CH:15]=[C:16]2[C:21](=[CH:22][CH:23]=1)[CH2:20][NH:19][C:18](=[O:24])[CH:17]2[CH3:25].CC1C=CC(S(O[CH2:37][C:38]2[CH:39]=[N:40][CH:41]=[N:42][CH:43]=2)(=O)=O)=CC=1. Product: [Br:13][C:14]1[CH:15]=[C:16]2[C:21](=[CH:22][CH:23]=1)[CH2:20][NH:19][C:18](=[O:24])[C:17]2([CH3:25])[CH2:37][C:38]1[CH:43]=[N:42][CH:41]=[N:40][CH:39]=1. The catalyst class is: 30.